This data is from Peptide-MHC class I binding affinity with 185,985 pairs from IEDB/IMGT. The task is: Regression. Given a peptide amino acid sequence and an MHC pseudo amino acid sequence, predict their binding affinity value. This is MHC class I binding data. (1) The peptide sequence is MYGGRIVEK. The MHC is HLA-A23:01 with pseudo-sequence HLA-A23:01. The binding affinity (normalized) is 0.657. (2) The peptide sequence is CIFAFIDFSK. The MHC is HLA-A68:01 with pseudo-sequence HLA-A68:01. The binding affinity (normalized) is 0.646. (3) The peptide sequence is YTRFWYINHTK. The MHC is Mamu-A01 with pseudo-sequence Mamu-A01. The binding affinity (normalized) is 0.379. (4) The peptide sequence is KRQQVHALF. The MHC is HLA-A02:01 with pseudo-sequence HLA-A02:01. The binding affinity (normalized) is 0. (5) The peptide sequence is KMAVEVGSI. The MHC is HLA-A02:03 with pseudo-sequence HLA-A02:03. The binding affinity (normalized) is 0.906.